Predict the reactants needed to synthesize the given product. From a dataset of Full USPTO retrosynthesis dataset with 1.9M reactions from patents (1976-2016). (1) The reactants are: [Cl:1][C:2]1[CH:3]=[CH:4][C:5]([C:25]#[N:26])=[C:6]([C:8]2[C:13]([O:14][CH3:15])=[CH:12][N:11]([CH:16]([CH2:20][CH2:21][O:22][CH3:23])[C:17](O)=[O:18])[C:10](=[O:24])[CH:9]=2)[CH:7]=1.[NH2:27][C:28]1[CH:29]=[C:30]2[C:34](=[CH:35][CH:36]=1)[NH:33][N:32]=[C:31]2[Cl:37]. Given the product [Cl:1][C:2]1[CH:3]=[CH:4][C:5]([C:25]#[N:26])=[C:6]([C:8]2[C:13]([O:14][CH3:15])=[CH:12][N:11]([CH:16]([CH2:20][CH2:21][O:22][CH3:23])[C:17]([NH:27][C:28]3[CH:29]=[C:30]4[C:34](=[CH:35][CH:36]=3)[NH:33][N:32]=[C:31]4[Cl:37])=[O:18])[C:10](=[O:24])[CH:9]=2)[CH:7]=1, predict the reactants needed to synthesize it. (2) Given the product [CH3:1][O:2][C:3]([C:5]1[C:6]([OH:23])=[C:7]2[C:12](=[CH:13][N:14]=1)[N:11]([C:15]1[CH:20]=[CH:19][CH:18]=[CH:17][CH:16]=1)[C:10](=[O:21])[C:9]([CH2:25][C:26]1[CH:31]=[CH:30][CH:29]=[CH:28][CH:27]=1)=[CH:8]2)=[O:4], predict the reactants needed to synthesize it. The reactants are: [CH3:1][O:2][C:3]([C:5]1[C:6]([OH:23])=[C:7]2[C:12](=[CH:13][N:14]=1)[N:11]([C:15]1[CH:20]=[CH:19][CH:18]=[CH:17][CH:16]=1)[C:10](=[O:21])[C:9](Br)=[CH:8]2)=[O:4].[Br-].[CH2:25]([Zn+])[C:26]1[CH:31]=[CH:30][CH:29]=[CH:28][CH:27]=1.[NH4+].[Cl-].CCOC(C)=O. (3) Given the product [CH3:17][N:18]([CH3:19])[C:2]1[C:11]([CH:12]=[O:13])=[CH:10][C:9]2[CH:8]=[C:7]3[O:14][CH2:15][O:16][C:6]3=[CH:5][C:4]=2[N:3]=1, predict the reactants needed to synthesize it. The reactants are: Cl[C:2]1[C:11]([CH:12]=[O:13])=[CH:10][C:9]2[CH:8]=[C:7]3[O:14][CH2:15][O:16][C:6]3=[CH:5][C:4]=2[N:3]=1.[CH3:17][NH:18][CH3:19].